Task: Predict the product of the given reaction.. Dataset: Forward reaction prediction with 1.9M reactions from USPTO patents (1976-2016) (1) Given the reactants C(OC([NH:8][CH2:9][C:10]([O:12][CH2:13][CH2:14][O:15][C:16](=[O:56])[C:17]1[CH:22]=[CH:21][C:20]([NH:23][C:24]([C@H:26]2[C@H:30]([C:31]3[CH:36]=[CH:35][CH:34]=[C:33]([Cl:37])[C:32]=3[F:38])[C@:29]([C:41]3[CH:46]=[CH:45][C:44]([Cl:47])=[CH:43][C:42]=3[F:48])([C:39]#[N:40])[C@H:28]([CH2:49][C:50]([CH3:53])([CH3:52])[CH3:51])[NH:27]2)=[O:25])=[C:19]([O:54][CH3:55])[CH:18]=1)=[O:11])=O)(C)(C)C.FC(F)(F)C(O)=O, predict the reaction product. The product is: [NH2:8][CH2:9][C:10]([O:12][CH2:13][CH2:14][O:15][C:16](=[O:56])[C:17]1[CH:22]=[CH:21][C:20]([NH:23][C:24]([C@H:26]2[C@H:30]([C:31]3[CH:36]=[CH:35][CH:34]=[C:33]([Cl:37])[C:32]=3[F:38])[C@:29]([C:41]3[CH:46]=[CH:45][C:44]([Cl:47])=[CH:43][C:42]=3[F:48])([C:39]#[N:40])[C@H:28]([CH2:49][C:50]([CH3:52])([CH3:53])[CH3:51])[NH:27]2)=[O:25])=[C:19]([O:54][CH3:55])[CH:18]=1)=[O:11]. (2) Given the reactants [NH2:1][C:2]1[N:7]=[CH:6][C:5]([C:8]([N:10]2[C@@H:15]([CH3:16])[CH2:14][O:13][CH2:12][C@H:11]2[CH3:17])=[O:9])=[CH:4][CH:3]=1.Br[C:19]1[C:20](=[O:27])[N:21]([CH3:26])[N:22]=[C:23]([Cl:25])[CH:24]=1.C(=O)([O-])[O-].[Cs+].[Cs+].CC1(C)C2C(=C(P(C3C=CC=CC=3)C3C=CC=CC=3)C=CC=2)OC2C(P(C3C=CC=CC=3)C3C=CC=CC=3)=CC=CC1=2, predict the reaction product. The product is: [Cl:25][C:23]1[CH:24]=[C:19]([NH:1][C:2]2[CH:3]=[CH:4][C:5]([C:8]([N:10]3[C@@H:15]([CH3:16])[CH2:14][O:13][CH2:12][C@H:11]3[CH3:17])=[O:9])=[CH:6][N:7]=2)[C:20](=[O:27])[N:21]([CH3:26])[N:22]=1. (3) Given the reactants C1C=CC2N([OH:10])N=[N:7]C=2C=1.CCN=C=NCCCN(C)C.[F:22][C:23]([F:39])([F:38])[C:24]([N:26]1[CH2:31][CH2:30][NH:29][CH:28]([CH2:32][N:33]2[CH2:37][CH2:36][CH2:35][CH2:34]2)[CH2:27]1)=[O:25].CCN(C(C)C)C(C)C, predict the reaction product. The product is: [NH4+:7].[OH-:10].[F:39][C:23]([F:22])([F:38])[C:24]([N:26]1[CH2:31][CH2:30][NH:29][CH:28]([CH2:32][N:33]2[CH2:34][CH2:35][CH2:36][CH2:37]2)[CH2:27]1)=[O:25].